From a dataset of Catalyst prediction with 721,799 reactions and 888 catalyst types from USPTO. Predict which catalyst facilitates the given reaction. (1) Reactant: C([O:3][C:4](=[O:17])[CH2:5][N:6]1[CH:10]=[CH:9][CH:8]=[C:7]1[S:11][C:12]1[S:13][CH:14]=[CH:15][CH:16]=1)C.Cl. Product: [S:13]1[CH:14]=[CH:15][CH:16]=[C:12]1[S:11][C:7]1[N:6]([CH2:5][C:4]([OH:17])=[O:3])[CH:10]=[CH:9][CH:8]=1. The catalyst class is: 199. (2) Reactant: [F:1][C:2]1[CH:7]=[C:6]([F:8])[CH:5]=[CH:4][C:3]=1[N+:9]([O-:11])=[O:10].[NH:12]1[CH2:17][CH2:16][O:15][CH2:14][CH2:13]1. Product: [F:8][C:6]1[CH:5]=[CH:4][C:3]([N+:9]([O-:11])=[O:10])=[C:2]([N:12]2[CH2:17][CH2:16][O:15][CH2:14][CH2:13]2)[CH:7]=1.[F:1][C:2]1[CH:7]=[C:6]([N:12]2[CH2:17][CH2:16][O:15][CH2:14][CH2:13]2)[CH:5]=[CH:4][C:3]=1[N+:9]([O-:11])=[O:10]. The catalyst class is: 1. (3) Reactant: [C:1]([O:5][C:6]([N:8]([CH3:20])[CH2:9][C:10]#[C:11][C:12]1[S:13][CH:14]=[C:15]([C:17]([OH:19])=O)[N:16]=1)=[O:7])([CH3:4])([CH3:3])[CH3:2].C(N(C(C)C)CC)(C)C.C[NH3+].F[P-](F)(F)(F)(F)F.N1(OC(N(C)C)=[N+](C)C)C2N=CC=CC=2N=N1.F[P-](F)(F)(F)(F)F.[CH3:63][NH:64][C@H:65]1[C:74]2[C:69](=[CH:70][CH:71]=[CH:72][CH:73]=2)[CH2:68][CH2:67][CH2:66]1. Product: [C:1]([O:5][C:6](=[O:7])[N:8]([CH3:20])[CH2:9][C:10]#[C:11][C:12]1[S:13][CH:14]=[C:15]([C:17](=[O:19])[N:64]([CH3:63])[C@H:65]2[C:74]3[C:69](=[CH:70][CH:71]=[CH:72][CH:73]=3)[CH2:68][CH2:67][CH2:66]2)[N:16]=1)([CH3:2])([CH3:3])[CH3:4]. The catalyst class is: 3. (4) Reactant: [CH3:1][N:2]1[CH2:7][CH2:6][N:5]([CH2:8][CH2:9]C23C=CC=CC2C(NC3=O)=O)[C:4](=[O:21])[C:3]1=[O:22].O.[NH2:24]N.O.[ClH:27]. Product: [ClH:27].[NH2:24][CH2:9][CH2:8][N:5]1[CH2:6][CH2:7][N:2]([CH3:1])[C:3](=[O:22])[C:4]1=[O:21]. The catalyst class is: 8.